Dataset: Retrosynthesis with 50K atom-mapped reactions and 10 reaction types from USPTO. Task: Predict the reactants needed to synthesize the given product. (1) Given the product OCc1c(-c2ccccc2)[nH]c2ccccc12, predict the reactants needed to synthesize it. The reactants are: O=Cc1c(-c2ccccc2)[nH]c2ccccc12. (2) Given the product CCOC(=O)C(CC(C)C)c1cc(-c2ccc(C(F)(F)F)cc2)cc(C2CCCCN2)c1, predict the reactants needed to synthesize it. The reactants are: CCOC(=O)C(CC(C)C)c1cc(-c2ccc(C(F)(F)F)cc2)cc(-c2ccccn2)c1. (3) The reactants are: COC(=O)Cc1cccc(-c2ccc(OC)c(C(C)=O)c2)c1.NO. Given the product COC(=O)Cc1cccc(-c2ccc(OC)c(C(C)=NO)c2)c1, predict the reactants needed to synthesize it. (4) Given the product CCOC(=O)C1C(=O)CCN(Cc2ccc(NC(=O)OCc3ccccc3)cc2)C1=O, predict the reactants needed to synthesize it. The reactants are: CCOC(=O)CC(=O)N(CCC(=O)OC)Cc1ccc(NC(=O)OCc2ccccc2)cc1.